From a dataset of Full USPTO retrosynthesis dataset with 1.9M reactions from patents (1976-2016). Predict the reactants needed to synthesize the given product. (1) Given the product [CH3:27][C:26]#[C:25][CH2:24][N:20]1[C:19]([N:28]2[CH2:29][C@H:30]([NH2:34])[CH2:31][CH2:32][CH2:33]2)=[N:18][C:17]2[N:16]([CH3:46])[C:14]([N:13]([CH2:12][C:4]3[N:3]=[C:2]([CH3:1])[C:11]4[CH:10]=[CH:9][CH:8]=[CH:7][C:6]=4[N:5]=3)[C:22](=[O:23])[C:21]1=2)=[O:15], predict the reactants needed to synthesize it. The reactants are: [CH3:1][C:2]1[C:11]2[C:6](=[CH:7][CH:8]=[CH:9][CH:10]=2)[N:5]=[C:4]([CH2:12][N:13]2[C:22](=[O:23])[C:21]3[N:20]([CH2:24][C:25]#[C:26][CH3:27])[C:19]([N:28]4[CH2:33][CH2:32][CH2:31][C@@H:30]([N:34]5C(=O)C6=CC(C)=CC=C6C5=O)[CH2:29]4)=[N:18][C:17]=3[N:16]([CH3:46])[C:14]2=[O:15])[N:3]=1.C1(C)C=CC=CC=1.C(CN)O. (2) Given the product [N:3]1[CH:4]=[CH:5][C:6]([C:8]2[S:12][C:11]([C:13]([OH:15])=[O:14])=[CH:10][CH:9]=2)=[N:7][CH:2]=1, predict the reactants needed to synthesize it. The reactants are: N[C:2]1[N:7]=[C:6]([C:8]2[S:12][C:11]([C:13]([OH:15])=[O:14])=[CH:10][CH:9]=2)[CH:5]=[CH:4][N:3]=1.C(N)=N. (3) Given the product [CH3:26][O:25][C:20]1[CH:21]=[CH:22][CH:23]=[CH:24][C:19]=1[CH2:32][CH2:31][CH2:30][CH2:29][CH2:28][CH2:27][NH2:33], predict the reactants needed to synthesize it. The reactants are: P([O-])([O-])([O-])=O.[K+].[K+].[K+].CC1C=CC=C(C)C=1O.I[C:19]1[CH:24]=[CH:23][CH:22]=[CH:21][C:20]=1[O:25][CH3:26].[CH2:27]([NH2:33])[CH2:28][CH2:29][CH2:30][CH2:31][CH3:32].CCCCCCCCCCCC.